The task is: Predict which catalyst facilitates the given reaction.. This data is from Catalyst prediction with 721,799 reactions and 888 catalyst types from USPTO. (1) Reactant: [CH3:1][S:2]([O:5]S(C)(=O)=O)(=[O:4])=[O:3].[N+:10]([C:13]1[CH:14]=[CH:15][C:16]([CH2:19]O)=[N:17][CH:18]=1)([O-:12])=[O:11].C(N(CC)CC)C. Product: [N+:10]([C:13]1[CH:14]=[CH:15][C:16]([CH2:19][O:5][S:2]([CH3:1])(=[O:4])=[O:3])=[N:17][CH:18]=1)([O-:12])=[O:11]. The catalyst class is: 2. (2) Reactant: [Li]CCCC.[CH3:6][N:7]1[CH:11]=[CH:10][N:9]=[N:8]1.CON(C)[C:15](=[O:24])[C:16]1[CH:21]=[C:20]([CH3:22])[N:19]=[C:18]([CH3:23])[CH:17]=1. Product: [CH3:23][C:18]1[CH:17]=[C:16]([C:15]([C:11]2[N:7]([CH3:6])[N:8]=[N:9][CH:10]=2)=[O:24])[CH:21]=[C:20]([CH3:22])[N:19]=1. The catalyst class is: 1. (3) Reactant: [I:1][CH2:2][CH3:3].[N:4]1([C:9]2[CH:14]=[CH:13][N:12]=[CH:11][CH:10]=2)[CH2:8][CH2:7][CH2:6][CH2:5]1. Product: [I-:1].[CH2:2]([N+:12]1[CH:13]=[CH:14][C:9]([N:4]2[CH2:5][CH2:6][CH2:7][CH2:8]2)=[CH:10][CH:11]=1)[CH3:3]. The catalyst class is: 8.